From a dataset of Peptide-MHC class II binding affinity with 134,281 pairs from IEDB. Regression. Given a peptide amino acid sequence and an MHC pseudo amino acid sequence, predict their binding affinity value. This is MHC class II binding data. (1) The peptide sequence is VIIMDEAHFLDPASIHHHHHH. The MHC is DRB1_0404 with pseudo-sequence DRB1_0404. The binding affinity (normalized) is 0.568. (2) The peptide sequence is YILLKKILSSRFNQM. The MHC is DRB1_0701 with pseudo-sequence DRB1_0701. The binding affinity (normalized) is 0.804. (3) The peptide sequence is FRNQWLLESDHLISE. The MHC is DRB1_0401 with pseudo-sequence DRB1_0401. The binding affinity (normalized) is 0.916. (4) The peptide sequence is EKKYFAATQFEPEAA. The MHC is DRB1_1001 with pseudo-sequence DRB1_1001. The binding affinity (normalized) is 0.510.